Predict the product of the given reaction. From a dataset of Forward reaction prediction with 1.9M reactions from USPTO patents (1976-2016). (1) Given the reactants [Cl:1][C:2]1[C:3]([N:15]2[CH2:20][CH2:19][NH:18][CH2:17][CH2:16]2)=[N:4][CH:5]=[C:6]([C:8]2[O:9][CH:10]([CH2:13][CH3:14])[CH2:11][N:12]=2)[CH:7]=1.CCN(C(C)C)C(C)C.[C:30]1([S:36]([N:39]=[C:40]=[O:41])(=[O:38])=[O:37])[CH:35]=[CH:34][CH:33]=[CH:32][CH:31]=1.CC(O)=O, predict the reaction product. The product is: [Cl:1][C:2]1[C:3]([N:15]2[CH2:20][CH2:19][N:18]([C:40]([NH:39][S:36]([C:30]3[CH:31]=[CH:32][CH:33]=[CH:34][CH:35]=3)(=[O:38])=[O:37])=[O:41])[CH2:17][CH2:16]2)=[N:4][CH:5]=[C:6]([C:8]2[O:9][CH:10]([CH2:13][CH3:14])[CH2:11][N:12]=2)[CH:7]=1. (2) Given the reactants N#N.[NH2:3][C:4]1[CH:21]=[CH:20][C:19]([O:22][C:23]2[CH:28]=[CH:27][C:26]([Cl:29])=[CH:25][CH:24]=2)=[CH:18][C:5]=1[C:6]([NH:8][C:9]1[CH:14]=[C:13]([Cl:15])[C:12]([Cl:16])=[C:11]([Cl:17])[CH:10]=1)=[O:7].[CH3:30][S:31](Cl)(=[O:33])=[O:32], predict the reaction product. The product is: [Cl:29][C:26]1[CH:27]=[CH:28][C:23]([O:22][C:19]2[CH:20]=[CH:21][C:4]([NH:3][S:31]([CH3:30])(=[O:33])=[O:32])=[C:5]([CH:18]=2)[C:6]([NH:8][C:9]2[CH:10]=[C:11]([Cl:17])[C:12]([Cl:16])=[C:13]([Cl:15])[CH:14]=2)=[O:7])=[CH:24][CH:25]=1. (3) Given the reactants [OH-:1].[Na+].[CH3:3][OH:4].[CH3:5][C:6]1[CH:7]=[C:8]([C:23]2[CH:24]=[CH:25][C:26]([CH:29]=[O:30])=[N:27][CH:28]=2)[CH:9]=[C:10]([NH:12][C:13]2[N:18]=[C:17]([C:19]([F:22])([F:21])[F:20])[CH:16]=[CH:15][N:14]=2)[CH:11]=1.[CH2:31]1C[O:34][CH2:33][CH2:32]1, predict the reaction product. The product is: [OH:30][CH:29]([C:26]1[CH:25]=[CH:24][C:23]([C:8]2[CH:9]=[C:10]([NH:12][C:13]3[N:18]=[C:17]([C:19]([F:22])([F:21])[F:20])[CH:16]=[CH:15][N:14]=3)[CH:11]=[C:6]([CH3:5])[CH:7]=2)=[CH:28][N:27]=1)[C:32]([CH3:31])([CH3:3])[C:33]([OH:34])=[O:1].[C:17]([OH:4])([C:19]([F:22])([F:21])[F:20])=[O:1]. (4) The product is: [Cl:1][C:2]1[S:6][C:5]([C:7](=[O:9])[CH2:24][C:23]([O:29][CH2:30][CH3:31])=[O:28])=[CH:4][CH:3]=1. Given the reactants [Cl:1][C:2]1[S:6][C:5]([C:7]([OH:9])=O)=[CH:4][CH:3]=1.C(N1C=CN=C1)(N1C=CN=C1)=O.[Mg+].[C:23]([O:29][CH2:30][CH3:31])(=[O:28])[CH2:24]C([O-])=O.Cl, predict the reaction product.